From a dataset of Serine/threonine kinase 33 screen with 319,792 compounds. Binary Classification. Given a drug SMILES string, predict its activity (active/inactive) in a high-throughput screening assay against a specified biological target. (1) The drug is S(=O)(=O)(N1CC(CCC1)C(=O)NCCCOCC)c1c2nsnc2ccc1. The result is 0 (inactive). (2) The molecule is S(=O)(=O)(N(Cc1ccccc1)CC#C)C=C. The result is 0 (inactive). (3) The drug is Fc1ccc(/C=[N+](/[O-])c2ccccc2)cc1. The result is 0 (inactive). (4) The compound is O=C(NCc1cc(OC)ccc1)C1CCN(CC1)c1nccnc1. The result is 0 (inactive). (5) The molecule is O=c1n(c(=O)n(c2[nH]c(N)cc(=O)c12)C)C. The result is 0 (inactive). (6) The molecule is FC(F)(F)COc1cc(NC(=O)Nc2ccc(F)cc2)cc(OCC(F)(F)F)c1. The result is 0 (inactive). (7) The molecule is s1c(nnc1N)Cc1ccccc1. The result is 0 (inactive). (8) The drug is FC(F)(F)Oc1ccc(CNC(=O)c2nn(CC3ON=C(C3)c3cc([N+]([O-])=O)ccc3)c(c3c(cccc3)C)c2)cc1. The result is 0 (inactive). (9) The molecule is Brc1oc(C(=O)Nc2cc3c(cc(N4CCN(CC4)C)nc3cc2)C)cc1. The result is 1 (active). (10) The compound is S(=O)(=O)(N1CCN(CC1)C(=O)CNC(=O)c1c(F)cccc1)/C=C\c1ccccc1. The result is 0 (inactive).